This data is from Full USPTO retrosynthesis dataset with 1.9M reactions from patents (1976-2016). The task is: Predict the reactants needed to synthesize the given product. (1) Given the product [OH:34][C:25]1[C:24](=[O:23])[N:9]([CH2:8][CH2:7][CH2:6][N:1]2[CH:5]=[CH:4][N:3]=[CH:2]2)[CH:19]([C:15]2[CH:14]=[C:13]3[C:18](=[CH:17][CH:16]=2)[NH:10][CH:11]=[CH:12]3)[C:26]=1[C:27]1[CH:32]=[CH:31][C:30]([OH:33])=[CH:29][CH:28]=1, predict the reactants needed to synthesize it. The reactants are: [N:1]1([CH2:6][CH2:7][CH2:8][NH2:9])[CH:5]=[CH:4][N:3]=[CH:2]1.[NH:10]1[C:18]2[C:13](=[CH:14][C:15]([CH:19]=O)=[CH:16][CH:17]=2)[CH:12]=[CH:11]1.C([O:23][C:24](=O)[C:25](=[O:34])[CH2:26][C:27]1[CH:32]=[CH:31][C:30]([OH:33])=[CH:29][CH:28]=1)C. (2) Given the product [NH2:1][C:2]1[C:7]([OH:8])=[CH:6][C:5]([Cl:10])=[CH:4][C:3]=1[C:11](=[O:16])[C:12]([F:15])([F:13])[F:14], predict the reactants needed to synthesize it. The reactants are: [NH2:1][C:2]1[C:7]([O:8]C)=[CH:6][C:5]([Cl:10])=[CH:4][C:3]=1[C:11](=[O:16])[C:12]([F:15])([F:14])[F:13].B(Br)(Br)Br.O. (3) Given the product [C:26]([C:27](=[CH:28][C:22]1[CH:21]=[CH:20][C:19]([O:24][CH3:25])=[CH:18][C:17]=1[CH2:16][N:8]([C:9]([O:11][C:12]([CH3:15])([CH3:14])[CH3:13])=[O:10])[C:6]([O:5][C:1]([CH3:4])([CH3:3])[CH3:2])=[O:7])[CH2:29][C:30]([O:32][CH3:33])=[O:31])([O:35][CH3:36])=[O:34], predict the reactants needed to synthesize it. The reactants are: [C:1]([O:5][C:6]([N:8]([CH2:16][C:17]1[CH:18]=[C:19]([O:24][CH3:25])[CH:20]=[CH:21][C:22]=1Br)[C:9]([O:11][C:12]([CH3:15])([CH3:14])[CH3:13])=[O:10])=[O:7])([CH3:4])([CH3:3])[CH3:2].[C:26]([O:35][CH3:36])(=[O:34])[C:27]([CH2:29][C:30]([O:32][CH3:33])=[O:31])=[CH2:28].C1(C)C=CC=CC=1P(C1C=CC=CC=1C)C1C=CC=CC=1C.C(N(C(C)C)CC)(C)C. (4) Given the product [C:3]([C:5]1[CH:12]=[CH:11][C:8]([CH:9]=[CH:14][C:15](=[O:16])[CH3:17])=[CH:7][CH:6]=1)#[N:4], predict the reactants needed to synthesize it. The reactants are: [OH-].[Na+].[C:3]([C:5]1[CH:12]=[CH:11][C:8]([CH:9]=O)=[CH:7][CH:6]=1)#[N:4].Cl.[CH3:14][C:15]([CH3:17])=[O:16]. (5) Given the product [Cl:1][C:2]1[CH:7]=[CH:6][CH:5]=[CH:4][C:3]=1[C:8]1[CH:17]=[C:16]([C:18](=[O:29])[CH2:19][N:20]2[CH2:21][CH2:22][N:23]([CH:26]([CH3:28])[CH3:27])[CH2:24][CH2:25]2)[CH:15]=[C:14]2[C:9]=1[CH2:10][NH:11][C:12](=[O:38])[N:13]2[C:30]1[C:31]([Cl:37])=[CH:32][CH:33]=[CH:34][C:35]=1[Cl:36], predict the reactants needed to synthesize it. The reactants are: [Cl:1][C:2]1[CH:7]=[CH:6][CH:5]=[CH:4][C:3]=1[C:8]1[CH:17]=[C:16]([C:18](=[O:29])[CH2:19][N:20]2[CH2:25][CH2:24][N:23]([CH:26]([CH3:28])[CH3:27])[CH2:22][CH2:21]2)[CH:15]=[C:14]2[C:9]=1[CH2:10][N:11](CC1C=CC(OC)=CC=1)[C:12](=[O:38])[N:13]2[C:30]1[C:35]([Cl:36])=[CH:34][CH:33]=[CH:32][C:31]=1[Cl:37]. (6) Given the product [F:23][C:20]1[CH:21]=[CH:22][C:17]([O:16][CH2:15][C@H:10]2[O:11][CH2:12][CH:13]([CH3:14])[NH:8][CH2:9]2)=[CH:18][CH:19]=1, predict the reactants needed to synthesize it. The reactants are: C([N:8]1[CH:13]([CH3:14])[CH2:12][O:11][C@H:10]([CH2:15][O:16][C:17]2[CH:22]=[CH:21][C:20]([F:23])=[CH:19][CH:18]=2)[CH2:9]1)C1C=CC=CC=1. (7) Given the product [NH:8]1[C:9]2[CH2:10][CH2:11][CH2:12][CH2:13][C:14]=2[C:6]([C:4]([OH:5])=[O:3])=[N:7]1, predict the reactants needed to synthesize it. The reactants are: C([O:3][C:4]([C:6]1[C:14]2[CH2:13][CH2:12][CH2:11][CH2:10][C:9]=2[NH:8][N:7]=1)=[O:5])C.[OH-].[Na+]. (8) Given the product [F:1][C:2]1[CH:3]=[CH:4][C:5]([C:8]2[NH:12][N:11]=[C:10]([CH2:13][N:15]3[CH2:16][CH2:17][N:18]([CH3:21])[CH2:19][CH2:20]3)[C:9]=2[C:28]2[CH:29]=[CH:30][N:31]=[CH:32][CH:33]=2)=[CH:6][CH:7]=1, predict the reactants needed to synthesize it. The reactants are: [F:1][C:2]1[CH:7]=[CH:6][C:5]([C:8]2[NH:12][N:11]=[C:10]([C:13]([N:15]3[CH2:20][CH2:19][N:18]([C:21](OC(C)(C)C)=O)[CH2:17][CH2:16]3)=O)[C:9]=2[C:28]2[CH:33]=[CH:32][N:31]=[CH:30][CH:29]=2)=[CH:4][CH:3]=1.[OH-].[K+].CO.C(OCC)(=O)C.[NH4+].[OH-]. (9) Given the product [CH3:1][O:2][C:3](=[O:13])[C:4]1[CH:9]=[C:8]([CH:10]2[O:17][CH2:16][CH2:15][CH2:14][O:11]2)[N:7]=[C:6]([Cl:12])[CH:5]=1, predict the reactants needed to synthesize it. The reactants are: [CH3:1][O:2][C:3](=[O:13])[C:4]1[CH:9]=[C:8]([CH:10]=[O:11])[N:7]=[C:6]([Cl:12])[CH:5]=1.[CH2:14](O)[CH2:15][CH2:16][OH:17]. (10) Given the product [CH:9]1([NH:8][CH2:12][C:13]2[CH:14]=[C:15]([NH:20][C:21](=[O:43])[CH2:22][N:23]3[CH:27]=[C:26]([O:28][C:29]4[C:38]5[C:33](=[CH:34][C:35]([O:41][CH3:42])=[C:36]([C:39]#[N:40])[CH:37]=5)[N:32]=[CH:31][CH:30]=4)[CH:25]=[N:24]3)[CH:16]=[C:17]([CH3:19])[CH:18]=2)[CH2:11][CH2:10]1, predict the reactants needed to synthesize it. The reactants are: C(OC([N:8]([CH2:12][C:13]1[CH:14]=[C:15]([NH:20][C:21](=[O:43])[CH2:22][N:23]2[CH:27]=[C:26]([O:28][C:29]3[C:38]4[C:33](=[CH:34][C:35]([O:41][CH3:42])=[C:36]([C:39]#[N:40])[CH:37]=4)[N:32]=[CH:31][CH:30]=3)[CH:25]=[N:24]2)[CH:16]=[C:17]([CH3:19])[CH:18]=1)[CH:9]1[CH2:11][CH2:10]1)=O)(C)(C)C.FC(F)(F)C(O)=O.